Task: Predict the product of the given reaction.. Dataset: Forward reaction prediction with 1.9M reactions from USPTO patents (1976-2016) Given the reactants [CH:1]1([CH2:7][C:8]([OH:10])=[O:9])[CH2:6][CH2:5][CH2:4][CH2:3][CH2:2]1.[Br:11]Br, predict the reaction product. The product is: [Br:11][CH:2]1[CH2:3][CH2:4][CH2:5][CH2:6][CH:1]1[CH2:7][C:8]([OH:10])=[O:9].